Dataset: Forward reaction prediction with 1.9M reactions from USPTO patents (1976-2016). Task: Predict the product of the given reaction. The product is: [ClH:26].[Cl:26][C:16]1[C:15]2[C:20](=[CH:21][C:12]([S:9]([NH:8][C@@H:7]([C:6]([OH:35])=[O:5])[CH2:27][C:28]([OH:30])=[O:29])(=[O:11])=[O:10])=[CH:13][CH:14]=2)[C:19]([NH:22][C:23]([NH2:25])=[NH:24])=[N:18][CH:17]=1. Given the reactants C([O:5][C:6](=[O:35])[C@@H:7]([CH2:27][C:28]([O:30]C(C)(C)C)=[O:29])[NH:8][S:9]([C:12]1[CH:21]=[C:20]2[C:15]([C:16]([Cl:26])=[CH:17][N:18]=[C:19]2[NH:22][C:23]([NH2:25])=[NH:24])=[CH:14][CH:13]=1)(=[O:11])=[O:10])(C)(C)C.CCOCC, predict the reaction product.